Task: Regression. Given two drug SMILES strings and cell line genomic features, predict the synergy score measuring deviation from expected non-interaction effect.. Dataset: NCI-60 drug combinations with 297,098 pairs across 59 cell lines (1) Drug 1: CC1=C(C=C(C=C1)NC(=O)C2=CC=C(C=C2)CN3CCN(CC3)C)NC4=NC=CC(=N4)C5=CN=CC=C5. Drug 2: CC1=C(N=C(N=C1N)C(CC(=O)N)NCC(C(=O)N)N)C(=O)NC(C(C2=CN=CN2)OC3C(C(C(C(O3)CO)O)O)OC4C(C(C(C(O4)CO)O)OC(=O)N)O)C(=O)NC(C)C(C(C)C(=O)NC(C(C)O)C(=O)NCCC5=NC(=CS5)C6=NC(=CS6)C(=O)NCCC[S+](C)C)O. Cell line: COLO 205. Synergy scores: CSS=7.51, Synergy_ZIP=-2.38, Synergy_Bliss=1.18, Synergy_Loewe=-13.3, Synergy_HSA=-2.90. (2) Drug 1: CN(C)C1=NC(=NC(=N1)N(C)C)N(C)C. Drug 2: C1C(C(OC1N2C=NC(=NC2=O)N)CO)O. Cell line: UACC-257. Synergy scores: CSS=-12.9, Synergy_ZIP=3.11, Synergy_Bliss=-4.73, Synergy_Loewe=-12.8, Synergy_HSA=-10.9. (3) Drug 2: C#CCC(CC1=CN=C2C(=N1)C(=NC(=N2)N)N)C3=CC=C(C=C3)C(=O)NC(CCC(=O)O)C(=O)O. Synergy scores: CSS=4.95, Synergy_ZIP=-2.18, Synergy_Bliss=-3.35, Synergy_Loewe=-3.98, Synergy_HSA=-3.95. Cell line: MALME-3M. Drug 1: CC(C1=C(C=CC(=C1Cl)F)Cl)OC2=C(N=CC(=C2)C3=CN(N=C3)C4CCNCC4)N. (4) Synergy scores: CSS=47.7, Synergy_ZIP=3.01, Synergy_Bliss=1.62, Synergy_Loewe=-8.09, Synergy_HSA=2.29. Drug 2: CC1=CC2C(CCC3(C2CCC3(C(=O)C)OC(=O)C)C)C4(C1=CC(=O)CC4)C. Cell line: SK-OV-3. Drug 1: CCC1=CC2CC(C3=C(CN(C2)C1)C4=CC=CC=C4N3)(C5=C(C=C6C(=C5)C78CCN9C7C(C=CC9)(C(C(C8N6C)(C(=O)OC)O)OC(=O)C)CC)OC)C(=O)OC.C(C(C(=O)O)O)(C(=O)O)O. (5) Drug 1: CC1=C(C=C(C=C1)NC(=O)C2=CC=C(C=C2)CN3CCN(CC3)C)NC4=NC=CC(=N4)C5=CN=CC=C5. Drug 2: CC1C(C(CC(O1)OC2CC(CC3=C2C(=C4C(=C3O)C(=O)C5=CC=CC=C5C4=O)O)(C(=O)C)O)N)O. Cell line: NCI-H226. Synergy scores: CSS=51.0, Synergy_ZIP=3.63, Synergy_Bliss=4.80, Synergy_Loewe=-42.9, Synergy_HSA=3.92. (6) Drug 1: CS(=O)(=O)OCCCCOS(=O)(=O)C. Drug 2: N.N.Cl[Pt+2]Cl. Cell line: RPMI-8226. Synergy scores: CSS=45.0, Synergy_ZIP=2.12, Synergy_Bliss=3.26, Synergy_Loewe=-11.9, Synergy_HSA=4.84.